This data is from Catalyst prediction with 721,799 reactions and 888 catalyst types from USPTO. The task is: Predict which catalyst facilitates the given reaction. (1) Reactant: [CH2:1]([O:3][C:4](=[O:25])[CH2:5][C:6]1[CH:11]=[CH:10][CH:9]=[C:8]([O:12][C:13]2[CH:18]=[CH:17][C:16]([C:19]([F:22])([F:21])[F:20])=[CH:15][C:14]=2[CH:23]=[O:24])[CH:7]=1)[CH3:2].[BH4-].[Na+]. Product: [CH2:1]([O:3][C:4](=[O:25])[CH2:5][C:6]1[CH:11]=[CH:10][CH:9]=[C:8]([O:12][C:13]2[CH:18]=[CH:17][C:16]([C:19]([F:20])([F:21])[F:22])=[CH:15][C:14]=2[CH2:23][OH:24])[CH:7]=1)[CH3:2]. The catalyst class is: 5. (2) The catalyst class is: 42. Product: [CH3:1][O:2][C:3]1[CH:4]=[C:5]2[C:10](=[CH:11][C:12]=1[O:13][CH3:14])[N:9]=[CH:8][CH:7]=[C:6]2[O:15][C:16]1[CH:21]=[CH:20][C:19]([NH:22][C:23]2[S:24][C:34]([CH3:38])=[C:35]([CH3:36])[N:25]=2)=[CH:18][CH:17]=1. Reactant: [CH3:1][O:2][C:3]1[CH:4]=[C:5]2[C:10](=[CH:11][C:12]=1[O:13][CH3:14])[N:9]=[CH:8][CH:7]=[C:6]2[O:15][C:16]1[CH:21]=[CH:20][C:19]([NH:22][C:23]([NH2:25])=[S:24])=[CH:18][CH:17]=1.C(N(CC)CC)C.Br[CH:34]([CH3:38])[C:35](=O)[CH3:36].O. (3) Reactant: C(NC(C)C)(C)C.C([Li])CCC.[CH3:13][O:14][C:15]1[CH:23]=[CH:22][C:18]([C:19]([OH:21])=[O:20])=[C:17]([CH3:24])[CH:16]=1.[C:25](=O)([O:28]C)[O:26]C. Product: [C:25]([CH2:24][C:17]1[CH:16]=[C:15]([O:14][CH3:13])[CH:23]=[CH:22][C:18]=1[C:19]([OH:21])=[O:20])([OH:28])=[O:26]. The catalyst class is: 1.